Task: Predict which catalyst facilitates the given reaction.. Dataset: Catalyst prediction with 721,799 reactions and 888 catalyst types from USPTO Reactant: O1CCOCC1.[OH:7][CH2:8][CH2:9][CH2:10][CH2:11][CH2:12][CH2:13][O:14][C:15]1[CH:20]=[CH:19][C:18]([C:21]2[CH:26]=[CH:25][C:24]([C:27]([OH:29])=[O:28])=[CH:23][CH:22]=2)=[CH:17][CH:16]=1.C(N(CC)CC)C.[C:37](Cl)(=[O:41])[C:38]([CH3:40])=[CH2:39]. Product: [C:37]([O:7][CH2:8][CH2:9][CH2:10][CH2:11][CH2:12][CH2:13][O:14][C:15]1[CH:20]=[CH:19][C:18]([C:21]2[CH:22]=[CH:23][C:24]([C:27]([OH:29])=[O:28])=[CH:25][CH:26]=2)=[CH:17][CH:16]=1)(=[O:41])[C:38]([CH3:40])=[CH2:39]. The catalyst class is: 84.